Dataset: Reaction yield outcomes from USPTO patents with 853,638 reactions. Task: Predict the reaction yield, written as a fraction of the theoretical maximum amount of product (1.0 means a 100% yield; for example, 0.34 means a 34% yield). (1) The reactants are [NH2:1][C:2]1[N:6](CC2C=CC(OC)=CC=2)[N:5]=[C:4]([NH:16][C:17]2[C:18](=[O:25])[N:19]([CH3:24])[N:20]=[C:21]([Cl:23])[CH:22]=2)[N:3]=1.C(O)(C(F)(F)F)=O. No catalyst specified. The product is [NH2:1][C:2]1[NH:6][N:5]=[C:4]([NH:16][C:17]2[C:18](=[O:25])[N:19]([CH3:24])[N:20]=[C:21]([Cl:23])[CH:22]=2)[N:3]=1. The yield is 0.900. (2) The reactants are [N:1]1([CH2:7][CH2:8][CH2:9][N:10]2[C:16](=[O:17])[CH2:15][CH2:14][NH:13][CH2:12][CH2:11]2)[CH2:6][CH2:5][CH2:4][CH2:3][CH2:2]1.I[C:19]1[CH:20]=[C:21]([C:25]([F:28])([F:27])[F:26])[CH:22]=[CH:23][CH:24]=1.C1(P(C2C=CC=CC=2)C2C=CC3C(=CC=CC=3)C=2C2C3C(=CC=CC=3)C=CC=2P(C2C=CC=CC=2)C2C=CC=CC=2)C=CC=CC=1.C(=O)([O-])[O-].[Cs+].[Cs+]. The catalyst is C1(C)C=CC=CC=1.CC([O-])=O.CC([O-])=O.[Pd+2]. The product is [N:1]1([CH2:7][CH2:8][CH2:9][N:10]2[C:16](=[O:17])[CH2:15][CH2:14][N:13]([C:19]3[CH:24]=[CH:23][CH:22]=[C:21]([C:25]([F:28])([F:27])[F:26])[CH:20]=3)[CH2:12][CH2:11]2)[CH2:2][CH2:3][CH2:4][CH2:5][CH2:6]1. The yield is 0.260. (3) The reactants are [O:1]=[C:2]1[NH:11][C:10]2[N:9]=[CH:8][C:7](/[CH:12]=[CH:13]/[C:14]([O:16]C(C)(C)C)=[O:15])=[CH:6][C:5]=2[CH2:4][CH2:3]1.C(O)(C(F)(F)F)=O.C(Cl)[Cl:29]. No catalyst specified. The product is [ClH:29].[O:1]=[C:2]1[NH:11][C:10]2[N:9]=[CH:8][C:7](/[CH:12]=[CH:13]/[C:14]([OH:16])=[O:15])=[CH:6][C:5]=2[CH2:4][CH2:3]1. The yield is 1.00. (4) The reactants are [Cl-].O[NH3+:3].[C:4](=[O:7])([O-])[OH:5].[Na+].CS(C)=O.[CH:13]1([O:17][C:18]2[CH:23]=[CH:22][C:21]([N:24]3[C:29](=[O:30])[C:28]([CH2:31][C:32]4[CH:37]=[CH:36][C:35]([C:38]5[C:39]([C:44]#[N:45])=[CH:40][CH:41]=[CH:42][CH:43]=5)=[CH:34][CH:33]=4)=[C:27]([CH2:46][CH2:47][CH3:48])[N:26]=[C:25]3[CH3:49])=[CH:20][C:19]=2[F:50])[CH2:16][CH2:15][CH2:14]1. The catalyst is O.C(OCC)(=O)C. The product is [CH:13]1([O:17][C:18]2[CH:23]=[CH:22][C:21]([N:24]3[C:29](=[O:30])[C:28]([CH2:31][C:32]4[CH:37]=[CH:36][C:35]([C:38]5[CH:43]=[CH:42][CH:41]=[CH:40][C:39]=5[C:44]5[NH:3][C:4](=[O:7])[O:5][N:45]=5)=[CH:34][CH:33]=4)=[C:27]([CH2:46][CH2:47][CH3:48])[N:26]=[C:25]3[CH3:49])=[CH:20][C:19]=2[F:50])[CH2:14][CH2:15][CH2:16]1. The yield is 0.520. (5) The reactants are [NH2:1][C:2]1[CH:3]=[C:4]([C:9]2[C:17]3[C:16]([NH:18][C@H:19]([C:21]4[N:26]([C:27]5[CH:32]=[CH:31][CH:30]=[CH:29][CH:28]=5)[C:25](=[O:33])[C:24]5=[C:34]([CH3:37])[CH:35]=[CH:36][N:23]5[N:22]=4)[CH3:20])=[N:15][CH:14]=[N:13][C:12]=3[N:11]([CH2:38][O:39][CH2:40][CH2:41][Si:42]([CH3:45])([CH3:44])[CH3:43])[CH:10]=2)[CH:5]=[C:6]([OH:8])[CH:7]=1.N1C=CC=CC=1.[CH3:52][N:53]([CH3:58])[S:54](Cl)(=[O:56])=[O:55]. The catalyst is O1CCCC1. The product is [OH:8][C:6]1[CH:7]=[C:2]([NH:1][S:54]([N:53]([CH3:58])[CH3:52])(=[O:56])=[O:55])[CH:3]=[C:4]([C:9]2[C:17]3[C:16]([NH:18][C@H:19]([C:21]4[N:26]([C:27]5[CH:32]=[CH:31][CH:30]=[CH:29][CH:28]=5)[C:25](=[O:33])[C:24]5=[C:34]([CH3:37])[CH:35]=[CH:36][N:23]5[N:22]=4)[CH3:20])=[N:15][CH:14]=[N:13][C:12]=3[N:11]([CH2:38][O:39][CH2:40][CH2:41][Si:42]([CH3:43])([CH3:45])[CH3:44])[CH:10]=2)[CH:5]=1. The yield is 0.100.